From a dataset of Peptide-MHC class I binding affinity with 185,985 pairs from IEDB/IMGT. Regression. Given a peptide amino acid sequence and an MHC pseudo amino acid sequence, predict their binding affinity value. This is MHC class I binding data. (1) The peptide sequence is IVQPENLEY. The MHC is HLA-A30:02 with pseudo-sequence HLA-A30:02. The binding affinity (normalized) is 0.565. (2) The peptide sequence is ATYFLAAV. The MHC is H-2-Kb with pseudo-sequence H-2-Kb. The binding affinity (normalized) is 0.855. (3) The peptide sequence is KIKNRIERL. The MHC is HLA-B08:02 with pseudo-sequence HLA-B08:02. The binding affinity (normalized) is 0.0847. (4) The peptide sequence is LLLFHSYAI. The MHC is HLA-A32:01 with pseudo-sequence HLA-A32:01. The binding affinity (normalized) is 0.782. (5) The peptide sequence is IYQEPFKNLK. The MHC is HLA-B15:01 with pseudo-sequence HLA-B15:01. The binding affinity (normalized) is 0.